Task: Predict the product of the given reaction.. Dataset: Forward reaction prediction with 1.9M reactions from USPTO patents (1976-2016) (1) Given the reactants [F:1][C:2]1[CH:7]=[CH:6][CH:5]=[C:4]([F:8])[C:3]=1[N:9]1[C:14]2[N:15]=[C:16](S(C)(=O)=O)[N:17]=[C:18]([C:19]3[CH:20]=[C:21]([NH:26][C:27]([C:29]4[S:30][CH:31]=[CH:32][CH:33]=4)=[O:28])[CH:22]=[CH:23][C:24]=3[CH3:25])[C:13]=2[CH:12]=[CH:11][C:10]1=[O:38].CC([CH2:43][N:44]([CH2:48][CH2:49][NH2:50])C(=O)[O-])(C)C, predict the reaction product. The product is: [F:1][C:2]1[CH:7]=[CH:6][CH:5]=[C:4]([F:8])[C:3]=1[N:9]1[C:14]2[N:15]=[C:16]([NH:50][CH2:49][CH2:48][NH:44][CH3:43])[N:17]=[C:18]([C:19]3[CH:20]=[C:21]([NH:26][C:27]([C:29]4[S:30][CH:31]=[CH:32][CH:33]=4)=[O:28])[CH:22]=[CH:23][C:24]=3[CH3:25])[C:13]=2[CH:12]=[CH:11][C:10]1=[O:38]. (2) Given the reactants [Cl:1][C:2]1[CH:3]=[CH:4][C:5]2[N:11]3[C:12]([C:15]([F:18])([F:17])[F:16])=[N:13][N:14]=[C:10]3[C@@H:9]([CH2:19][C:20]([O:22]C(C)C)=[O:21])[S:8][C@H:7]([C:26]3[CH:31]=[CH:30][CH:29]=[C:28]([O:32][CH3:33])[C:27]=3[CH3:34])[C:6]=2[CH:35]=1.Cl, predict the reaction product. The product is: [Cl:1][C:2]1[CH:3]=[CH:4][C:5]2[N:11]3[C:12]([C:15]([F:18])([F:17])[F:16])=[N:13][N:14]=[C:10]3[C@@H:9]([CH2:19][C:20]([OH:22])=[O:21])[S:8][C@H:7]([C:26]3[CH:31]=[CH:30][CH:29]=[C:28]([O:32][CH3:33])[C:27]=3[CH3:34])[C:6]=2[CH:35]=1.